Regression. Given two drug SMILES strings and cell line genomic features, predict the synergy score measuring deviation from expected non-interaction effect. From a dataset of NCI-60 drug combinations with 297,098 pairs across 59 cell lines. (1) Drug 1: C1CCN(CC1)CCOC2=CC=C(C=C2)C(=O)C3=C(SC4=C3C=CC(=C4)O)C5=CC=C(C=C5)O. Drug 2: C1=C(C(=O)NC(=O)N1)F. Cell line: LOX IMVI. Synergy scores: CSS=53.3, Synergy_ZIP=-2.33, Synergy_Bliss=-2.55, Synergy_Loewe=-0.116, Synergy_HSA=0.0732. (2) Drug 1: CS(=O)(=O)C1=CC(=C(C=C1)C(=O)NC2=CC(=C(C=C2)Cl)C3=CC=CC=N3)Cl. Drug 2: CC(C1=C(C=CC(=C1Cl)F)Cl)OC2=C(N=CC(=C2)C3=CN(N=C3)C4CCNCC4)N. Cell line: SF-295. Synergy scores: CSS=21.4, Synergy_ZIP=-4.71, Synergy_Bliss=4.17, Synergy_Loewe=-22.2, Synergy_HSA=5.10.